This data is from Buchwald-Hartwig C-N cross coupling reaction yields with 55,370 reactions. The task is: Predict the reaction yield, written as a fraction of the theoretical maximum amount of product (1.0 means a 100% yield; for example, 0.34 means a 34% yield). (1) The reactants are CCc1ccc(Cl)cc1.Cc1ccc(N)cc1.O=S(=O)(O[Pd]1c2ccccc2-c2ccccc2N~1)C(F)(F)F.COc1ccc(OC)c(P([C@]23C[C@H]4C[C@H](C[C@H](C4)C2)C3)[C@]23C[C@H]4C[C@H](C[C@H](C4)C2)C3)c1-c1c(C(C)C)cc(C(C)C)cc1C(C)C.CCN=P(N=P(N(C)C)(N(C)C)N(C)C)(N(C)C)N(C)C.c1ccc2oncc2c1. No catalyst specified. The product is CCc1ccc(Nc2ccc(C)cc2)cc1. The yield is 0.0200. (2) The reactants are Ic1cccnc1.Cc1ccc(N)cc1.O=S(=O)(O[Pd]1c2ccccc2-c2ccccc2N~1)C(F)(F)F.COc1ccc(OC)c(P(C(C)(C)C)C(C)(C)C)c1-c1c(C(C)C)cc(C(C)C)cc1C(C)C.CN(C)C(=NC(C)(C)C)N(C)C.Cc1ccno1. No catalyst specified. The product is Cc1ccc(Nc2cccnc2)cc1. The yield is 0.623. (3) No catalyst specified. The reactants are CCc1ccc(I)cc1.Cc1ccc(N)cc1.O=S(=O)(O[Pd]1c2ccccc2-c2ccccc2N~1)C(F)(F)F.CC(C)c1cc(C(C)C)c(-c2ccccc2P(C2CCCCC2)C2CCCCC2)c(C(C)C)c1.CN1CCCN2CCCN=C12.CCOC(=O)c1cc(C)on1. The product is CCc1ccc(Nc2ccc(C)cc2)cc1. The yield is 0.668. (4) The reactants are COc1ccc(Cl)cc1.Cc1ccc(N)cc1.O=S(=O)(O[Pd]1c2ccccc2-c2ccccc2N~1)C(F)(F)F.CC(C)c1cc(C(C)C)c(-c2ccccc2P(C(C)(C)C)C(C)(C)C)c(C(C)C)c1.CN(C)C(=NC(C)(C)C)N(C)C.c1ccc(-c2cnoc2)cc1. No catalyst specified. The product is COc1ccc(Nc2ccc(C)cc2)cc1. The yield is 0.00530. (5) The reactants are Clc1ccccn1.Cc1ccc(N)cc1.O=S(=O)(O[Pd]1c2ccccc2-c2ccccc2N~1)C(F)(F)F.COc1ccc(OC)c(P(C(C)(C)C)C(C)(C)C)c1-c1c(C(C)C)cc(C(C)C)cc1C(C)C.CN1CCCN2CCCN=C12.c1ccc(-c2ccno2)cc1. No catalyst specified. The product is Cc1ccc(Nc2ccccn2)cc1. The yield is 0.694.